This data is from Full USPTO retrosynthesis dataset with 1.9M reactions from patents (1976-2016). The task is: Predict the reactants needed to synthesize the given product. Given the product [C:37]([O:45][C:46]1([CH2:74][C:67]2[CH:68]=[CH:69][CH:70]=[C:71]([O:72][CH3:73])[C:66]=2[OH:65])[C:54]2[C:49](=[CH:50][CH:51]=[C:52]([Cl:55])[CH:53]=2)[N:48]([CH2:56][CH3:57])[C:47]1=[O:58])(=[O:44])[C:38]1[CH:43]=[CH:42][CH:41]=[CH:40][CH:39]=1, predict the reactants needed to synthesize it. The reactants are: C(OC1(CC2C=CC(OC)=CC=2O)C2C(=CC=C(C)C=2)N(CCCC(C)C)C1=O)(=O)C1C=CC=CC=1.[C:37]([O:45][CH:46]1[C:54]2[C:49](=[CH:50][CH:51]=[C:52]([Cl:55])[CH:53]=2)[N:48]([CH2:56][CH3:57])[C:47]1=[O:58])(=[O:44])[C:38]1[CH:43]=[CH:42][CH:41]=[CH:40][CH:39]=1.C(=O)([O:65][C:66]1[C:71]([O:72][CH3:73])=[CH:70][CH:69]=[CH:68][C:67]=1[CH2:74]O)OC(C)(C)C.